Predict the product of the given reaction. From a dataset of Forward reaction prediction with 1.9M reactions from USPTO patents (1976-2016). Given the reactants [C:9](O[C:9]([O:11][C:12]([CH3:15])([CH3:14])[CH3:13])=[O:10])([O:11][C:12]([CH3:15])([CH3:14])[CH3:13])=[O:10].[O:16]=[C:17]1[C:25](=[O:26])[C:24]2[C:19](=[CH:20][CH:21]=[C:22]([CH:27]([CH2:33][CH2:34][CH2:35][CH3:36])[C:28]([O:30][CH2:31][CH3:32])=[O:29])[CH:23]=2)[NH:18]1, predict the reaction product. The product is: [CH2:31]([O:30][C:28]([CH:27]([C:22]1[CH:23]=[C:24]2[C:19](=[CH:20][CH:21]=1)[N:18]([C:9]([O:11][C:12]([CH3:13])([CH3:14])[CH3:15])=[O:10])[C:17](=[O:16])[C:25]2=[O:26])[CH2:33][CH2:34][CH2:35][CH3:36])=[O:29])[CH3:32].